This data is from Merck oncology drug combination screen with 23,052 pairs across 39 cell lines. The task is: Regression. Given two drug SMILES strings and cell line genomic features, predict the synergy score measuring deviation from expected non-interaction effect. (1) Drug 1: COC12C(COC(N)=O)C3=C(C(=O)C(C)=C(N)C3=O)N1CC1NC12. Drug 2: NC1(c2ccc(-c3nc4ccn5c(=O)[nH]nc5c4cc3-c3ccccc3)cc2)CCC1. Cell line: T47D. Synergy scores: synergy=14.8. (2) Drug 2: CNC(=O)c1cc(Oc2ccc(NC(=O)Nc3ccc(Cl)c(C(F)(F)F)c3)cc2)ccn1. Synergy scores: synergy=17.9. Cell line: HT144. Drug 1: CCC1(O)CC2CN(CCc3c([nH]c4ccccc34)C(C(=O)OC)(c3cc4c(cc3OC)N(C)C3C(O)(C(=O)OC)C(OC(C)=O)C5(CC)C=CCN6CCC43C65)C2)C1. (3) Drug 1: O=c1[nH]cc(F)c(=O)[nH]1. Drug 2: Cn1nnc2c(C(N)=O)ncn2c1=O. Cell line: MDAMB436. Synergy scores: synergy=7.55. (4) Drug 1: CCC1(O)CC2CN(CCc3c([nH]c4ccccc34)C(C(=O)OC)(c3cc4c(cc3OC)N(C)C3C(O)(C(=O)OC)C(OC(C)=O)C5(CC)C=CCN6CCC43C65)C2)C1. Drug 2: CC1(c2nc3c(C(N)=O)cccc3[nH]2)CCCN1. Cell line: A2780. Synergy scores: synergy=-33.0. (5) Drug 1: CN1C(=O)C=CC2(C)C3CCC4(C)C(NC(=O)OCC(F)(F)F)CCC4C3CCC12. Drug 2: COC1CC2CCC(C)C(O)(O2)C(=O)C(=O)N2CCCCC2C(=O)OC(C(C)CC2CCC(OP(C)(C)=O)C(OC)C2)CC(=O)C(C)C=C(C)C(O)C(OC)C(=O)C(C)CC(C)C=CC=CC=C1C. Cell line: LOVO. Synergy scores: synergy=15.4. (6) Drug 1: Cc1nc(Nc2ncc(C(=O)Nc3c(C)cccc3Cl)s2)cc(N2CCN(CCO)CC2)n1. Drug 2: Cn1cc(-c2cnn3c(N)c(Br)c(C4CCCNC4)nc23)cn1. Cell line: UACC62. Synergy scores: synergy=38.1.